Predict the product of the given reaction. From a dataset of Forward reaction prediction with 1.9M reactions from USPTO patents (1976-2016). (1) Given the reactants [Cl:1][C:2]([F:13])([F:12])[C:3]1[N:8]=[CH:7][C:6]([CH:9](O)[CH3:10])=[CH:5][CH:4]=1.S(Cl)([Cl:16])=O, predict the reaction product. The product is: [Cl:1][C:2]([F:13])([F:12])[C:3]1[CH:4]=[CH:5][C:6]([CH:9]([Cl:16])[CH3:10])=[CH:7][N:8]=1. (2) Given the reactants [I-].C[P+](C1C=CC=CC=1)(C1C=CC=CC=1)C1C=CC=CC=1.[Li][CH2:23][CH2:24][CH2:25][CH3:26].[NH2:27][C:28]1[C:37]2[N:36]=[CH:35][CH:34]=[CH:33][C:32]=2[C:31]2[CH:38]=CC(C=O)=[CH:41][C:30]=2[N:29]=1, predict the reaction product. The product is: [CH:25]([C:24]1[CH:23]=[CH:38][C:31]2=[C:32]3[C:37](=[C:28]([NH2:27])[N:29]=[C:30]2[CH:41]=1)[N:36]=[CH:35][CH:34]=[CH:33]3)=[CH2:26]. (3) Given the reactants [CH:1]([N:4]1[C:8]([C:9]2[CH:14]=[CH:13][NH:12][C:11](=S(=O)=O)[N:10]=2)=[C:7]([C:18]2[CH:23]=[CH:22][C:21]([F:24])=[CH:20][CH:19]=2)[N:6]=[CH:5]1)([CH3:3])[CH3:2].[CH:25]1([N:31]2C(C3C=CNC(=S(=O)=O)N=3)=C(C3C=CC(F)=CC=3)N=C2)[CH2:30][CH2:29][CH2:28][CH2:27][CH2:26]1, predict the reaction product. The product is: [CH:1]([N:4]1[C:8]([C:9]2[CH:14]=[CH:13][N:12]=[C:11]([NH:31][C:25]3[CH:30]=[CH:29][CH:28]=[CH:27][CH:26]=3)[N:10]=2)=[C:7]([C:18]2[CH:23]=[CH:22][C:21]([F:24])=[CH:20][CH:19]=2)[N:6]=[CH:5]1)([CH3:3])[CH3:2].